This data is from Catalyst prediction with 721,799 reactions and 888 catalyst types from USPTO. The task is: Predict which catalyst facilitates the given reaction. Reactant: CC1C=CC(S(O)(=O)=O)=CC=1.CC1C=CC(S(O)(=O)=O)=CC=1.[CH3:23][N:24]1[CH:28]=[C:27]([CH2:29][CH2:30][NH2:31])[N:26]=[CH:25]1. Product: [CH3:23][N:24]1[CH:28]=[C:27]([CH2:29][CH2:30][NH2:31])[N:26]=[CH:25]1. The catalyst class is: 6.